From a dataset of Reaction yield outcomes from USPTO patents with 853,638 reactions. Predict the reaction yield, written as a fraction of the theoretical maximum amount of product (1.0 means a 100% yield; for example, 0.34 means a 34% yield). (1) The reactants are F.F.F.C(N(CC)CC)C.C(N(CC)CC)C.[Si]([O:35][CH2:36][C@H:37]1[O:41][C@@H:40]([N:42]2[CH:49]=[C:48]([CH3:50])[C:46](=[O:47])[NH:45][C:43]2=[O:44])[C@H:39]([O:51][CH2:52][CH2:53][O:54][N:55]([CH3:57])[CH3:56])[C@@H:38]1[OH:58])(C(C)(C)C)(C1C=CC=CC=1)C1C=CC=CC=1.CO. The catalyst is C1COCC1.C(Cl)Cl. The product is [CH3:56][N:55]([CH3:57])[O:54][CH2:53][CH2:52][O:51][C@@H:39]1[C@H:38]([OH:58])[C@@H:37]([CH2:36][OH:35])[O:41][C@H:40]1[N:42]1[CH:49]=[C:48]([CH3:50])[C:46](=[O:47])[NH:45][C:43]1=[O:44]. The yield is 0.925. (2) The reactants are ClC1C=C(OC2C=CC=CC2(N)F)N=CN=1.[Cl:17][C:18]1[N:23]=[CH:22][N:21]=[C:20]([O:24][C:25]2[CH:30]=[CH:29][C:28]([NH:31]C(NC(=O)CC3C=CC(F)=CC=3)=S)=[CH:27][C:26]=2[F:45])[CH:19]=1.[F:46][C:47]1[CH:52]=[CH:51][C:50]([NH:53][C:54](=[O:59])[CH2:55][C:56]([OH:58])=O)=[CH:49][CH:48]=1.CCN(C(C)C)C(C)C.CN(C(ON1N=NC2C=CC=CC1=2)=[N+](C)C)C.[B-](F)(F)(F)F. The catalyst is CN(C=O)C.CCOC(C)=O. The product is [Cl:17][C:18]1[N:23]=[CH:22][N:21]=[C:20]([O:24][C:25]2[CH:30]=[CH:29][C:28]([NH:31][C:56](=[O:58])[CH2:55][C:54]([NH:53][C:50]3[CH:49]=[CH:48][C:47]([F:46])=[CH:52][CH:51]=3)=[O:59])=[CH:27][C:26]=2[F:45])[CH:19]=1. The yield is 0.780. (3) The reactants are [OH:1][CH2:2][CH2:3][N:4]([CH3:21])[C:5](=[O:20])[C@H:6]([O:8][C:9]1[CH:18]=[CH:17][CH:16]=[C:15]2[C:10]=1[C:11](=[O:19])[NH:12][CH:13]=[N:14]2)[CH3:7].[C:22](OC(=O)C)(=[O:24])[CH3:23]. The catalyst is N1C=CC=CC=1. The product is [C:22]([O:1][CH2:2][CH2:3][N:4]([CH3:21])[C:5](=[O:20])[C@H:6]([O:8][C:9]1[CH:18]=[CH:17][CH:16]=[C:15]2[C:10]=1[C:11](=[O:19])[NH:12][CH:13]=[N:14]2)[CH3:7])(=[O:24])[CH3:23]. The yield is 0.860.